Task: Predict the product of the given reaction.. Dataset: Forward reaction prediction with 1.9M reactions from USPTO patents (1976-2016) (1) The product is: [CH3:12][O:13][CH:14]=[C:36]1[CH2:37][CH:38]2[O:41][CH:34]([CH2:40][CH2:39]2)[CH2:35]1. Given the reactants C[Si]([N-][Si](C)(C)C)(C)C.[Na+].[Cl-].[CH3:12][O:13][CH2:14][P+](C1C=CC=CC=1)(C1C=CC=CC=1)C1C=CC=CC=1.[CH:34]12[O:41][CH:38]([CH2:39][CH2:40]1)[CH2:37][C:36](=O)[CH2:35]2, predict the reaction product. (2) Given the reactants [C:1]([O:4][CH2:5][CH2:6][CH2:7][N:8]1[C:13](=[O:14])[C:12]2[NH:15][C:16]([C:19]3[CH:24]=[CH:23][CH:22]=[C:21]([O:25][C:26]([F:29])([F:28])[F:27])[CH:20]=3)=[C:17]([CH3:18])[C:11]=2[N:10]([CH3:30])[C:9]1=[O:31])(=[O:3])[CH3:2].[Cl:32][C:33]1[CH:38]=[CH:37][C:36]([CH2:39]Cl)=[CH:35][CH:34]=1.C([O-])([O-])=O.[K+].[K+], predict the reaction product. The product is: [C:1]([O:4][CH2:5][CH2:6][CH2:7][N:8]1[C:13](=[O:14])[C:12]2[N:15]([CH2:39][C:36]3[CH:37]=[CH:38][C:33]([Cl:32])=[CH:34][CH:35]=3)[C:16]([C:19]3[CH:24]=[CH:23][CH:22]=[C:21]([O:25][C:26]([F:27])([F:28])[F:29])[CH:20]=3)=[C:17]([CH3:18])[C:11]=2[N:10]([CH3:30])[C:9]1=[O:31])(=[O:3])[CH3:2].